This data is from Forward reaction prediction with 1.9M reactions from USPTO patents (1976-2016). The task is: Predict the product of the given reaction. (1) Given the reactants [OH:1][CH2:2][CH2:3][N:4]([CH2:11][C:12]([O:14][C:15]([CH3:18])([CH3:17])[CH3:16])=[O:13])[C:5]1[CH:10]=[CH:9][CH:8]=[CH:7][CH:6]=1.[C:19]1([CH3:29])[CH:24]=[CH:23][C:22]([S:25](Cl)(=[O:27])=[O:26])=[CH:21][CH:20]=1.Cl.CN(C)C.CN(C)C, predict the reaction product. The product is: [CH3:29][C:19]1[CH:24]=[CH:23][C:22]([S:25]([O:1][CH2:2][CH2:3][N:4]([CH2:11][C:12]([O:14][C:15]([CH3:18])([CH3:17])[CH3:16])=[O:13])[C:5]2[CH:10]=[CH:9][CH:8]=[CH:7][CH:6]=2)(=[O:27])=[O:26])=[CH:21][CH:20]=1. (2) Given the reactants Br[C:2]1[C:10]2[N:9]3[CH2:11][CH2:12][CH2:13][NH:14][C:15](=[O:16])[C:8]3=[C:7]([CH3:17])[C:6]=2[CH:5]=[C:4]([C:18]#[N:19])[CH:3]=1.[CH2:20](B(O)O)[CH:21]([CH3:23])[CH3:22], predict the reaction product. The product is: [CH3:17][C:7]1[C:6]2[CH:5]=[C:4]([C:18]#[N:19])[CH:3]=[C:2]([CH2:20][CH:21]([CH3:23])[CH3:22])[C:10]=2[N:9]2[CH2:11][CH2:12][CH2:13][NH:14][C:15](=[O:16])[C:8]=12. (3) Given the reactants P(Cl)(Cl)([Cl:3])=O.[NH2:6][C:7]1[N:8]=[C:9](O)[C:10]2[CH:15]([C:16]([O:18][CH3:19])=[O:17])[CH2:14][CH2:13][C:11]=2[N:12]=1, predict the reaction product. The product is: [NH2:6][C:7]1[N:8]=[C:9]([Cl:3])[C:10]2[CH:15]([C:16]([O:18][CH3:19])=[O:17])[CH2:14][CH2:13][C:11]=2[N:12]=1. (4) Given the reactants CN(C)[CH:3]=[C:4]1[CH2:9][CH2:8][CH2:7][CH:6]([C:10]([N:12]2[CH2:16][CH2:15][CH2:14][CH2:13]2)=[O:11])[C:5]1=O.[N+]([O-])(O)=O.[N+]([O-])(O)=O.[CH3:27][O:28][C:29]1[CH:30]=[C:31]([NH:41][C:42]([NH2:44])=[NH:43])[CH:32]=[CH:33][C:34]=1[N:35]1[CH:39]=[C:38]([CH3:40])[N:37]=[CH:36]1, predict the reaction product. The product is: [CH3:27][O:28][C:29]1[CH:30]=[C:31]([NH:41][C:42]2[N:44]=[CH:3][C:4]3[CH2:9][CH2:8][CH2:7][CH:6]([C:10]([N:12]4[CH2:16][CH2:15][CH2:14][CH2:13]4)=[O:11])[C:5]=3[N:43]=2)[CH:32]=[CH:33][C:34]=1[N:35]1[CH:39]=[C:38]([CH3:40])[N:37]=[CH:36]1. (5) Given the reactants [N+:1]([O-:4])([O-])=[O:2].[K+].[S:6]1[C:10]2[CH:11]=[CH:12][CH:13]=[CH:14][C:9]=2[N:8]=[CH:7]1, predict the reaction product. The product is: [N+:1]([C:14]1[C:9]2[N:8]=[CH:7][S:6][C:10]=2[CH:11]=[CH:12][CH:13]=1)([O-:4])=[O:2].